From a dataset of Full USPTO retrosynthesis dataset with 1.9M reactions from patents (1976-2016). Predict the reactants needed to synthesize the given product. (1) The reactants are: Br[C:2]1[N:7]=[CH:6][C:5]([C:8]2[N:13]3[N:14]=[C:15]([C:26]4[CH:31]=[CH:30][N:29]=[CH:28][CH:27]=4)[C:16]([C:17]4[CH:22]=[CH:21][C:20]([Cl:23])=[C:19]([O:24][CH3:25])[CH:18]=4)=[C:12]3[N:11]=[CH:10][CH:9]=2)=[CH:4][CH:3]=1.Cl.Cl.[NH2:34][C@@H:35]1[CH:40]2[CH2:41][CH2:42][N:37]([CH2:38][CH2:39]2)[CH2:36]1.CCN(C(C)C)C(C)C. Given the product [N:37]12[CH2:42][CH2:41][CH:40]([CH2:39][CH2:38]1)[C@@H:35]([NH:34][C:2]1[N:7]=[CH:6][C:5]([C:8]3[N:13]4[N:14]=[C:15]([C:26]5[CH:27]=[CH:28][N:29]=[CH:30][CH:31]=5)[C:16]([C:17]5[CH:22]=[CH:21][C:20]([Cl:23])=[C:19]([O:24][CH3:25])[CH:18]=5)=[C:12]4[N:11]=[CH:10][CH:9]=3)=[CH:4][CH:3]=1)[CH2:36]2, predict the reactants needed to synthesize it. (2) Given the product [CH2:8]([O:15][C:16]([NH:18][C:19]1[CH:20]=[C:21]([CH:29]=[CH:30][C:31]=1[N:32]1[CH2:37][CH2:36][N:35]([CH3:38])[CH2:34][CH2:33]1)[C:22]([OH:24])=[O:23])=[O:17])[C:9]1[CH:10]=[CH:11][CH:12]=[CH:13][CH:14]=1, predict the reactants needed to synthesize it. The reactants are: C(O)(C(F)(F)F)=O.[CH2:8]([O:15][C:16]([NH:18][C:19]1[CH:20]=[C:21]([CH:29]=[CH:30][C:31]=1[N:32]1[CH2:37][CH2:36][N:35]([CH3:38])[CH2:34][CH2:33]1)[C:22]([O:24]C(C)(C)C)=[O:23])=[O:17])[C:9]1[CH:14]=[CH:13][CH:12]=[CH:11][CH:10]=1. (3) Given the product [CH3:1][N:2]([CH3:15])[CH2:3][CH2:4][CH:5]([C:8]1[CH:13]=[CH:12][C:11]([C:41]2[CH:46]=[CH:45][N:44]=[CH:43][CH:42]=2)=[CH:10][CH:9]=1)[C:6]#[N:7], predict the reactants needed to synthesize it. The reactants are: [CH3:1][N:2]([CH3:15])[CH2:3][CH2:4][CH:5]([C:8]1[CH:13]=[CH:12][C:11](I)=[CH:10][CH:9]=1)[C:6]#[N:7].C1(C)C=CC=CC=1.CCO.C([O-])([O-])=O.[Na+].[Na+].B1([C:41]2[CH:46]=[CH:45][N:44]=[CH:43][CH:42]=2)OC(C)(C)C(C)(C)O1. (4) Given the product [Si:1]([O:8][CH2:9][C:10]1([CH3:38])[S:16][CH2:15][CH2:14][N:13]2[C:17]([C:20]3([C:23]4[CH:24]=[CH:25][C:26]([C:40]5[C:45]([CH3:46])=[CH:44][CH:43]=[CH:42][N:41]=5)=[CH:27][CH:28]=4)[CH2:22][CH2:21]3)=[N:18][N:19]=[C:12]2[CH2:11]1)([C:4]([CH3:7])([CH3:5])[CH3:6])([CH3:3])[CH3:2], predict the reactants needed to synthesize it. The reactants are: [Si:1]([O:8][CH2:9][C:10]1([CH3:38])[S:16][CH2:15][CH2:14][N:13]2[C:17]([C:20]3([C:23]4[CH:28]=[CH:27][C:26](B5OC(C)(C)C(C)(C)O5)=[CH:25][CH:24]=4)[CH2:22][CH2:21]3)=[N:18][N:19]=[C:12]2[CH2:11]1)([C:4]([CH3:7])([CH3:6])[CH3:5])([CH3:3])[CH3:2].Br[C:40]1[C:45]([CH3:46])=[CH:44][CH:43]=[CH:42][N:41]=1.C(=O)([O-])[O-].[K+].[K+]. (5) Given the product [CH:1]([C:4]1[CH:9]=[CH:8][C:7]([CH:10]2[C:14]3[C:15]([CH3:22])=[C:16]([NH:21][C:33]([C:32]4[CH:36]=[CH:37][C:29]([C:27]([O:26][CH3:25])=[O:28])=[CH:30][CH:31]=4)=[O:34])[C:17]([CH3:20])=[C:18]([CH3:19])[C:13]=3[O:12][C:11]2([CH3:24])[CH3:23])=[CH:6][CH:5]=1)([CH3:3])[CH3:2], predict the reactants needed to synthesize it. The reactants are: [CH:1]([C:4]1[CH:9]=[CH:8][C:7]([CH:10]2[C:14]3[C:15]([CH3:22])=[C:16]([NH2:21])[C:17]([CH3:20])=[C:18]([CH3:19])[C:13]=3[O:12][C:11]2([CH3:24])[CH3:23])=[CH:6][CH:5]=1)([CH3:3])[CH3:2].[CH3:25][O:26][C:27]([C:29]1[CH:37]=[CH:36][C:32]([C:33](Cl)=[O:34])=[CH:31][CH:30]=1)=[O:28]. (6) Given the product [CH3:27][C:26]1[O:19][N:18]=[C:13]([C:12]2[CH:11]=[C:10]([C:2]3[N:1]=[C:9]4[CH:8]=[CH:7][CH:6]=[N:5][N:4]4[CH:3]=3)[CH:17]=[CH:16][CH:15]=2)[N:14]=1, predict the reactants needed to synthesize it. The reactants are: [N:1]1[C:2]([C:10]2[CH:11]=[C:12]([CH:15]=[CH:16][CH:17]=2)[C:13]#[N:14])=[CH:3][N:4]2[C:9]=1[CH:8]=[CH:7][CH:6]=[N:5]2.[NH2:18][OH:19].Cl.CCN([CH2:26][CH3:27])CC.C(OC(=O)C)(=O)C. (7) Given the product [C:1]([C:5]1[CH:10]=[CH:9][C:8]([CH:13]=[O:15])=[C:7]([OH:11])[CH:6]=1)([CH3:4])([CH3:2])[CH3:3], predict the reactants needed to synthesize it. The reactants are: [C:1]([C:5]1[CH:6]=[C:7]([OH:11])[CH:8]=[CH:9][CH:10]=1)([CH3:4])([CH3:3])[CH3:2].Cl[CH:13]([O:15]C(Cl)Cl)Cl. (8) Given the product [Br:16][C:17]1[CH:18]=[C:19]([CH2:20][NH:21][C:9](=[O:10])[O:11][C:12]([CH3:13])([CH3:14])[CH3:15])[CH:22]=[CH:23][CH:24]=1, predict the reactants needed to synthesize it. The reactants are: [CH3:13][C:12]([O:11][C:9](O[C:9]([O:11][C:12]([CH3:15])([CH3:14])[CH3:13])=[O:10])=[O:10])([CH3:15])[CH3:14].[Br:16][C:17]1[CH:18]=[C:19]([CH:22]=[CH:23][CH:24]=1)[CH2:20][NH2:21].C(N(CC)CC)C. (9) Given the product [C:1]([O:5][C:6]([N:7]([CH3:8])[C@H:9]1[CH2:10][CH2:11][C@H:12]([CH2:15][CH2:16][CH2:17][CH2:18][O:19][S:29]([CH3:28])(=[O:31])=[O:30])[CH2:13][CH2:14]1)=[O:20])([CH3:3])([CH3:2])[CH3:4], predict the reactants needed to synthesize it. The reactants are: [C:1]([O:5][C:6](=[O:20])[N:7]([C@H:9]1[CH2:14][CH2:13][C@H:12]([CH2:15][CH2:16][CH2:17][CH2:18][OH:19])[CH2:11][CH2:10]1)[CH3:8])([CH3:4])([CH3:3])[CH3:2].CCN(CC)CC.[CH3:28][S:29](Cl)(=[O:31])=[O:30]. (10) Given the product [C:1]1([S:7]([NH:10][CH:11]([C:17]2[CH:22]=[CH:21][CH:20]=[C:19]([O:23][CH2:24][C:25]3[CH:30]=[CH:29][CH:28]=[C:27]([NH:31][C:32]([NH2:34])=[NH:33])[CH:26]=3)[CH:18]=2)[CH2:12][C:13]([OH:15])=[O:14])(=[O:9])=[O:8])[CH:6]=[CH:5][CH:4]=[CH:3][CH:2]=1, predict the reactants needed to synthesize it. The reactants are: [C:1]1([S:7]([NH:10][CH:11]([C:17]2[CH:22]=[CH:21][CH:20]=[C:19]([O:23][CH2:24][C:25]3[CH:30]=[CH:29][CH:28]=[C:27]([NH:31][C:32]([NH2:34])=[NH:33])[CH:26]=3)[CH:18]=2)[CH2:12][C:13]([O:15]C)=[O:14])(=[O:9])=[O:8])[CH:6]=[CH:5][CH:4]=[CH:3][CH:2]=1.[OH-].[Li+].